Dataset: Blood-brain barrier permeability classification from the B3DB database. Task: Regression/Classification. Given a drug SMILES string, predict its absorption, distribution, metabolism, or excretion properties. Task type varies by dataset: regression for continuous measurements (e.g., permeability, clearance, half-life) or binary classification for categorical outcomes (e.g., BBB penetration, CYP inhibition). Dataset: b3db_classification. The drug is C=CCC1([C@H](C)CC)C(=O)NC(=O)NC1=O. The result is 1 (penetrates BBB).